This data is from Full USPTO retrosynthesis dataset with 1.9M reactions from patents (1976-2016). The task is: Predict the reactants needed to synthesize the given product. (1) Given the product [CH3:30][O:29][CH2:28][CH2:27][NH:26][C:25]([C:24]1[C:18]2[N:17]=[C:16]([NH:15][CH2:14][CH:11]3[CH2:10][CH2:9][NH:8][CH2:13][CH2:12]3)[NH:20][C:19]=2[CH:21]=[CH:22][CH:23]=1)=[O:31], predict the reactants needed to synthesize it. The reactants are: C(OC([N:8]1[CH2:13][CH2:12][CH:11]([CH2:14][NH:15][C:16]2[NH:20][C:19]3[CH:21]=[CH:22][CH:23]=[C:24]([C:25](=[O:31])[NH:26][CH2:27][CH2:28][O:29][CH3:30])[C:18]=3[N:17]=2)[CH2:10][CH2:9]1)=O)(C)(C)C.O1CCOCC1.Cl. (2) Given the product [C:1]([NH:4][C:5]1[C:6]([NH2:21])=[C:7]([C:12]([CH2:15][CH2:16][C:17]([O:19][CH3:20])=[O:18])=[CH:13][CH:14]=1)[C:8]([O:10][CH3:11])=[O:9])(=[O:3])[CH3:2], predict the reactants needed to synthesize it. The reactants are: [C:1]([NH:4][C:5]1[C:6]([N+:21]([O-])=O)=[C:7]([C:12](/[CH:15]=[CH:16]/[C:17]([O:19][CH3:20])=[O:18])=[CH:13][CH:14]=1)[C:8]([O:10][CH3:11])=[O:9])(=[O:3])[CH3:2]. (3) Given the product [Br:1][C:2]1[CH:3]=[C:4]2[C:10]3([CH2:11][CH2:12][NH:13][CH2:14][CH2:15]3)[C:9](=[O:18])[NH:8][C:5]2=[CH:6][CH:7]=1, predict the reactants needed to synthesize it. The reactants are: [Br:1][C:2]1[CH:3]=[C:4]2[C:10]3([CH2:15][CH2:14][N:13](C#N)[CH2:12][CH2:11]3)[C:9](=[O:18])[NH:8][C:5]2=[CH:6][CH:7]=1.[OH-].[Na+]. (4) Given the product [OH:32][C@H:9]1[C@:8]([OH:33])([C:6]2[CH:5]=[CH:4][CH:3]=[CH:2][N:7]=2)[CH2:13][CH2:12][N:11]([C:14]([C:16]2[CH:21]=[CH:20][C:19]([O:22][CH2:23][CH2:24][O:25][C:26]([F:28])([F:27])[F:29])=[C:18]([O:30][CH3:31])[CH:17]=2)=[O:15])[CH2:10]1, predict the reactants needed to synthesize it. The reactants are: Br[C:2]1[N:7]=[C:6]([C@:8]2([OH:33])[CH2:13][CH2:12][N:11]([C:14]([C:16]3[CH:21]=[CH:20][C:19]([O:22][CH2:23][CH2:24][O:25][C:26]([F:29])([F:28])[F:27])=[C:18]([O:30][CH3:31])[CH:17]=3)=[O:15])[CH2:10][C@H:9]2[OH:32])[CH:5]=[CH:4][CH:3]=1. (5) Given the product [OH:27][CH2:28][CH2:29][C@H:25]([NH:21][C:22](=[O:24])[O:23][C:8]([CH3:13])([CH3:9])[CH3:7])[C:26]([NH:5][C:6]1[CH:7]=[C:8]2[C:13](=[CH:14][CH:15]=1)[CH2:12][N:11]([CH3:16])[CH2:10][CH2:9]2)=[O:30], predict the reactants needed to synthesize it. The reactants are: C[Al](C)C.[NH2:5][C:6]1[CH:7]=[C:8]2[C:13](=[CH:14][CH:15]=1)[CH2:12][N:11]([CH3:16])[CH2:10][CH2:9]2.CC([N:21]([C@H:25]1[CH2:29][CH2:28][O:27][C:26]1=[O:30])[C:22](=[O:24])[O-:23])(C)C.